This data is from Reaction yield outcomes from USPTO patents with 853,638 reactions. The task is: Predict the reaction yield, written as a fraction of the theoretical maximum amount of product (1.0 means a 100% yield; for example, 0.34 means a 34% yield). (1) The reactants are [Li][CH2:2][CH2:3][CH2:4]C.[CH:6]([C@@H:9]1[CH2:13][O:12][C:11](=[O:14])[NH:10]1)([CH3:8])[CH3:7].[CH2:15]1[CH2:19][O:18][CH2:17][CH2:16]1. No catalyst specified. The product is [C:15]12([CH2:16][C:17]([N:10]3[C@H:9]([CH:6]([CH3:8])[CH3:7])[CH2:13][O:12][C:11]3=[O:14])=[O:18])[CH2:19][CH:3]([CH2:4]1)[CH2:2]2. The yield is 0.320. (2) The reactants are [C:1]([C:5]1[CH:6]=[C:7]2[C:12](=[C:13]([F:15])[CH:14]=1)[C:11](=[O:16])[N:10]([C:17]1[CH:27]=[CH:26][CH:25]=[C:24](B3OC(C)(C)C(C)(C)O3)[C:18]=1[CH2:19][O:20][C:21](=[O:23])[CH3:22])[N:9]=[CH:8]2)([CH3:4])([CH3:3])[CH3:2].Br[C:38]1[N:39]=[C:40]([NH:47][C:48]2[CH:53]=[CH:52][C:51]([C:54]([N:56]3[CH2:61][CH2:60][O:59][CH2:58][CH2:57]3)=[O:55])=[CH:50][CH:49]=2)[C:41]2[N:42]([CH:44]=[CH:45][N:46]=2)[CH:43]=1.C([O-])([O-])=O.[K+].[K+].CC(C1C=C(C(C)C)C(C2C=CC=CC=2P(C2CCCCC2)C2CCCCC2)=C(C(C)C)C=1)C. The catalyst is O1CCOCC1.O.C1C=CC(/C=C/C(/C=C/C2C=CC=CC=2)=O)=CC=1.C1C=CC(/C=C/C(/C=C/C2C=CC=CC=2)=O)=CC=1.C1C=CC(/C=C/C(/C=C/C2C=CC=CC=2)=O)=CC=1.[Pd].[Pd]. The product is [C:1]([C:5]1[CH:6]=[C:7]2[C:12](=[C:13]([F:15])[CH:14]=1)[C:11](=[O:16])[N:10]([C:17]1[CH:27]=[CH:26][CH:25]=[C:24]([C:38]3[N:39]=[C:40]([NH:47][C:48]4[CH:49]=[CH:50][C:51]([C:54]([N:56]5[CH2:61][CH2:60][O:59][CH2:58][CH2:57]5)=[O:55])=[CH:52][CH:53]=4)[C:41]4[N:42]([CH:44]=[CH:45][N:46]=4)[CH:43]=3)[C:18]=1[CH2:19][O:20][C:21](=[O:23])[CH3:22])[N:9]=[CH:8]2)([CH3:2])([CH3:3])[CH3:4]. The yield is 0.930. (3) The reactants are [C:1]1([OH:11])[C:10]2[C:5](=[CH:6][CH:7]=[CH:8][CH:9]=2)[CH:4]=[CH:3][CH:2]=1.[CH3:12][O:13][CH2:14][CH2:15]Cl.[OH-].[Na+].[I-].[Na+]. The catalyst is C(O)C.C1(C)C=CC=CC=1.O. The product is [CH3:12][O:13][CH2:14][CH2:15][O:11][C:1]1[C:10]2[C:5](=[CH:6][CH:7]=[CH:8][CH:9]=2)[CH:4]=[CH:3][CH:2]=1. The yield is 0.580. (4) The reactants are [F:1][C:2]([F:7])([F:6])[C:3]([OH:5])=[O:4].[CH:8]([NH:11][C@@H:12]1[CH2:17][CH2:16][C@H:15]([N:18]2[CH2:22][CH2:21][CH:20]([C:23]3[NH:27][C:26]4[C:28]([C:32]([F:35])([F:34])[F:33])=[CH:29][CH:30]=[CH:31][C:25]=4[N:24]=3)[C:19]2=[O:36])[C@H:14]([CH2:37][S:38]([C:41]2[CH:46]=[CH:45][CH:44]=[CH:43][CH:42]=2)(=[O:40])=[O:39])[CH2:13]1)([CH3:10])[CH3:9].[CH:47](=O)[CH3:48].C(O)(=O)C.C(O[BH-](OC(=O)C)OC(=O)C)(=O)C.[Na+]. The catalyst is ClCCCl.CCOC(C)=O. The product is [F:1][C:2]([F:7])([F:6])[C:3]([OH:5])=[O:4].[CH:8]([N:11]([CH2:47][CH3:48])[C@@H:12]1[CH2:17][CH2:16][C@H:15]([N:18]2[CH2:22][CH2:21][CH:20]([C:23]3[NH:27][C:26]4[C:28]([C:32]([F:35])([F:33])[F:34])=[CH:29][CH:30]=[CH:31][C:25]=4[N:24]=3)[C:19]2=[O:36])[C@H:14]([CH2:37][S:38]([C:41]2[CH:46]=[CH:45][CH:44]=[CH:43][CH:42]=2)(=[O:39])=[O:40])[CH2:13]1)([CH3:10])[CH3:9]. The yield is 0.340.